From a dataset of NCI-60 drug combinations with 297,098 pairs across 59 cell lines. Regression. Given two drug SMILES strings and cell line genomic features, predict the synergy score measuring deviation from expected non-interaction effect. (1) Drug 1: C1=CC(=CC=C1CC(C(=O)O)N)N(CCCl)CCCl.Cl. Drug 2: CCC1(CC2CC(C3=C(CCN(C2)C1)C4=CC=CC=C4N3)(C5=C(C=C6C(=C5)C78CCN9C7C(C=CC9)(C(C(C8N6C)(C(=O)OC)O)OC(=O)C)CC)OC)C(=O)OC)O.OS(=O)(=O)O. Cell line: NCI-H522. Synergy scores: CSS=17.2, Synergy_ZIP=-7.00, Synergy_Bliss=-8.98, Synergy_Loewe=-28.1, Synergy_HSA=-7.49. (2) Drug 1: C1CCC(C1)C(CC#N)N2C=C(C=N2)C3=C4C=CNC4=NC=N3. Cell line: HS 578T. Synergy scores: CSS=10.1, Synergy_ZIP=12.7, Synergy_Bliss=19.3, Synergy_Loewe=11.6, Synergy_HSA=12.6. Drug 2: C1CCN(CC1)CCOC2=CC=C(C=C2)C(=O)C3=C(SC4=C3C=CC(=C4)O)C5=CC=C(C=C5)O. (3) Drug 1: CC(C)(C#N)C1=CC(=CC(=C1)CN2C=NC=N2)C(C)(C)C#N. Drug 2: COC1=C2C(=CC3=C1OC=C3)C=CC(=O)O2. Cell line: U251. Synergy scores: CSS=-3.46, Synergy_ZIP=5.63, Synergy_Bliss=8.33, Synergy_Loewe=-0.373, Synergy_HSA=1.86. (4) Drug 1: CCC1(CC2CC(C3=C(CCN(C2)C1)C4=CC=CC=C4N3)(C5=C(C=C6C(=C5)C78CCN9C7C(C=CC9)(C(C(C8N6C=O)(C(=O)OC)O)OC(=O)C)CC)OC)C(=O)OC)O.OS(=O)(=O)O. Drug 2: CC1=C(C=C(C=C1)C(=O)NC2=CC(=CC(=C2)C(F)(F)F)N3C=C(N=C3)C)NC4=NC=CC(=N4)C5=CN=CC=C5. Cell line: SK-MEL-28. Synergy scores: CSS=-0.169, Synergy_ZIP=-0.178, Synergy_Bliss=-1.04, Synergy_Loewe=-3.33, Synergy_HSA=-2.82. (5) Drug 1: CC1CCC2CC(C(=CC=CC=CC(CC(C(=O)C(C(C(=CC(C(=O)CC(OC(=O)C3CCCCN3C(=O)C(=O)C1(O2)O)C(C)CC4CCC(C(C4)OC)O)C)C)O)OC)C)C)C)OC. Drug 2: CC1=C(N=C(N=C1N)C(CC(=O)N)NCC(C(=O)N)N)C(=O)NC(C(C2=CN=CN2)OC3C(C(C(C(O3)CO)O)O)OC4C(C(C(C(O4)CO)O)OC(=O)N)O)C(=O)NC(C)C(C(C)C(=O)NC(C(C)O)C(=O)NCCC5=NC(=CS5)C6=NC(=CS6)C(=O)NCCC[S+](C)C)O. Cell line: A549. Synergy scores: CSS=21.5, Synergy_ZIP=-7.82, Synergy_Bliss=-0.912, Synergy_Loewe=-1.25, Synergy_HSA=2.01. (6) Synergy scores: CSS=81.3, Synergy_ZIP=3.45, Synergy_Bliss=3.58, Synergy_Loewe=0.305, Synergy_HSA=5.53. Drug 2: C1=CC(=CC=C1CC(C(=O)O)N)N(CCCl)CCCl.Cl. Drug 1: CC(CN1CC(=O)NC(=O)C1)N2CC(=O)NC(=O)C2. Cell line: MOLT-4. (7) Drug 1: C1=CN(C(=O)N=C1N)C2C(C(C(O2)CO)O)O.Cl. Synergy scores: CSS=27.5, Synergy_ZIP=-3.24, Synergy_Bliss=-10.4, Synergy_Loewe=-34.6, Synergy_HSA=-10.2. Cell line: HCT116. Drug 2: CC1=C(C(CCC1)(C)C)C=CC(=CC=CC(=CC(=O)O)C)C.